This data is from NCI-60 drug combinations with 297,098 pairs across 59 cell lines. The task is: Regression. Given two drug SMILES strings and cell line genomic features, predict the synergy score measuring deviation from expected non-interaction effect. (1) Drug 1: CC12CCC(CC1=CCC3C2CCC4(C3CC=C4C5=CN=CC=C5)C)O. Drug 2: CCC1=CC2CC(C3=C(CN(C2)C1)C4=CC=CC=C4N3)(C5=C(C=C6C(=C5)C78CCN9C7C(C=CC9)(C(C(C8N6C)(C(=O)OC)O)OC(=O)C)CC)OC)C(=O)OC.C(C(C(=O)O)O)(C(=O)O)O. Cell line: M14. Synergy scores: CSS=41.7, Synergy_ZIP=12.1, Synergy_Bliss=13.4, Synergy_Loewe=-10.3, Synergy_HSA=13.4. (2) Drug 1: C1=NC2=C(N=C(N=C2N1C3C(C(C(O3)CO)O)F)Cl)N. Drug 2: C1=CC=C(C(=C1)C(C2=CC=C(C=C2)Cl)C(Cl)Cl)Cl. Cell line: HOP-92. Synergy scores: CSS=0.00400, Synergy_ZIP=0.392, Synergy_Bliss=-2.10, Synergy_Loewe=-5.45, Synergy_HSA=-2.94. (3) Drug 1: C1CCC(C1)C(CC#N)N2C=C(C=N2)C3=C4C=CNC4=NC=N3. Drug 2: C1=CC(=CC=C1CCCC(=O)O)N(CCCl)CCCl. Cell line: PC-3. Synergy scores: CSS=16.5, Synergy_ZIP=-4.23, Synergy_Bliss=-3.01, Synergy_Loewe=-6.26, Synergy_HSA=-4.46.